From a dataset of NCI-60 drug combinations with 297,098 pairs across 59 cell lines. Regression. Given two drug SMILES strings and cell line genomic features, predict the synergy score measuring deviation from expected non-interaction effect. Drug 1: C1=CC(=C2C(=C1NCCNCCO)C(=O)C3=C(C=CC(=C3C2=O)O)O)NCCNCCO. Drug 2: CCCCC(=O)OCC(=O)C1(CC(C2=C(C1)C(=C3C(=C2O)C(=O)C4=C(C3=O)C=CC=C4OC)O)OC5CC(C(C(O5)C)O)NC(=O)C(F)(F)F)O. Cell line: SK-MEL-5. Synergy scores: CSS=22.5, Synergy_ZIP=-1.69, Synergy_Bliss=4.46, Synergy_Loewe=-7.27, Synergy_HSA=3.42.